From a dataset of TCR-epitope binding with 47,182 pairs between 192 epitopes and 23,139 TCRs. Binary Classification. Given a T-cell receptor sequence (or CDR3 region) and an epitope sequence, predict whether binding occurs between them. (1) The epitope is GLCTLVAML. The TCR CDR3 sequence is CASSSGVYYGYTF. Result: 1 (the TCR binds to the epitope). (2) The epitope is SGPLKAEIAQRLED. The TCR CDR3 sequence is CSVETGGLKFF. Result: 0 (the TCR does not bind to the epitope). (3) The epitope is TPINLVRDL. The TCR CDR3 sequence is CASSGAGGHHEQFF. Result: 1 (the TCR binds to the epitope).